This data is from Acute oral toxicity (LD50) regression data from Zhu et al.. The task is: Regression/Classification. Given a drug SMILES string, predict its toxicity properties. Task type varies by dataset: regression for continuous values (e.g., LD50, hERG inhibition percentage) or binary classification for toxic/non-toxic outcomes (e.g., AMES mutagenicity, cardiotoxicity, hepatotoxicity). Dataset: ld50_zhu. (1) The molecule is CCCSP(C)(=S)OP(C)(=S)SCCC. The rat oral LD50 is 3.70, given as -log10 of the dose in mol/kg body weight (higher means more acutely toxic). (2) The compound is CNC(=O)ON=C1COCS1. The rat oral LD50 is 3.56, given as -log10 of the dose in mol/kg body weight (higher means more acutely toxic). (3) The molecule is CC(C)c1ccc(C=O)cc1. The rat oral LD50 is 2.03, given as -log10 of the dose in mol/kg body weight (higher means more acutely toxic). (4) The compound is CCOC(=O)c1ccc([N+](=O)[O-])cc1. The rat oral LD50 is 1.87, given as -log10 of the dose in mol/kg body weight (higher means more acutely toxic). (5) The drug is C=CCn1c(=O)n(CC=C)c(=O)n(CC=C)c1=O. The rat oral LD50 is 2.40, given as -log10 of the dose in mol/kg body weight (higher means more acutely toxic). (6) The drug is CCCCCCCCOC(=O)C=CC(=O)OCCCCCCCC. The rat oral LD50 is 1.38, given as -log10 of the dose in mol/kg body weight (higher means more acutely toxic). (7) The drug is CC(C)Oc1ccccc1N. The rat oral LD50 is 2.25, given as -log10 of the dose in mol/kg body weight (higher means more acutely toxic). (8) The molecule is CN(C)C(=O)Cl. The rat oral LD50 is 2.03, given as -log10 of the dose in mol/kg body weight (higher means more acutely toxic). (9) The compound is Oc1cc(Cl)ccc1Oc1ccc(Cl)cc1Cl. The rat oral LD50 is 1.89, given as -log10 of the dose in mol/kg body weight (higher means more acutely toxic). (10) The compound is CCCCCCCCc1ccc(-c2ccc(C#N)cc2)cc1. The rat oral LD50 is 2.12, given as -log10 of the dose in mol/kg body weight (higher means more acutely toxic).